This data is from Peptide-MHC class II binding affinity with 134,281 pairs from IEDB. The task is: Regression. Given a peptide amino acid sequence and an MHC pseudo amino acid sequence, predict their binding affinity value. This is MHC class II binding data. The peptide sequence is CIALDMMNENLGIIS. The MHC is DRB1_1302 with pseudo-sequence DRB1_1302. The binding affinity (normalized) is 0.800.